This data is from Reaction yield outcomes from USPTO patents with 853,638 reactions. The task is: Predict the reaction yield, written as a fraction of the theoretical maximum amount of product (1.0 means a 100% yield; for example, 0.34 means a 34% yield). The reactants are [Cl:1][C:2]1[CH:7]=[CH:6][C:5]([C:8](=O)[CH2:9][C:10](=O)[C:11]([F:14])([F:13])[F:12])=[CH:4][C:3]=1[CH3:17].[NH2:18][C:19]1[C:23]([C:24]2[CH:29]=[CH:28][N:27]=[C:26]([CH3:30])[CH:25]=2)=[CH:22][NH:21][N:20]=1. No catalyst specified. The product is [Cl:1][C:2]1[CH:7]=[CH:6][C:5]([C:8]2[CH:9]=[C:10]([C:11]([F:14])([F:13])[F:12])[N:20]3[N:21]=[CH:22][C:23]([C:24]4[CH:29]=[CH:28][N:27]=[C:26]([CH3:30])[CH:25]=4)=[C:19]3[N:18]=2)=[CH:4][C:3]=1[CH3:17]. The yield is 0.480.